The task is: Predict the reactants needed to synthesize the given product.. This data is from Full USPTO retrosynthesis dataset with 1.9M reactions from patents (1976-2016). (1) Given the product [CH2:1]([O:3][C:4](=[O:20])[C:5]1[CH:10]=[CH:9][C:8]([CH:11]=[O:14])=[C:7]([O:15][C:16]([F:18])([F:17])[F:19])[CH:6]=1)[CH3:2], predict the reactants needed to synthesize it. The reactants are: [CH2:1]([O:3][C:4](=[O:20])[C:5]1[CH:10]=[CH:9][C:8]([CH:11]([OH:14])CO)=[C:7]([O:15][C:16]([F:19])([F:18])[F:17])[CH:6]=1)[CH3:2].C(OC(=O)C1C=C(C(F)(F)F)C(C=O)=CC=1N)C. (2) Given the product [CH2:1]([N:3]1[CH2:4][CH2:5][N:6]([CH2:9][C:10]2[CH:15]=[CH:14][C:13]([NH:16][C:17](=[O:31])[CH2:18][C:19]3[CH:24]=[CH:23][CH:22]=[C:21]([C:25]#[CH:26])[CH:20]=3)=[CH:12][C:11]=2[C:32]([F:34])([F:33])[F:35])[CH2:7][CH2:8]1)[CH3:2], predict the reactants needed to synthesize it. The reactants are: [CH2:1]([N:3]1[CH2:8][CH2:7][N:6]([CH2:9][C:10]2[CH:15]=[CH:14][C:13]([NH:16][C:17](=[O:31])[CH2:18][C:19]3[CH:24]=[CH:23][CH:22]=[C:21]([C:25]#[C:26][Si](C)(C)C)[CH:20]=3)=[CH:12][C:11]=2[C:32]([F:35])([F:34])[F:33])[CH2:5][CH2:4]1)[CH3:2].C(=O)([O-])[O-].[K+].[K+].O. (3) The reactants are: [NH2:1][CH2:2][C@H:3]1[C@H:9]([C:10]2[CH:15]=[CH:14][C:13]([Cl:16])=[C:12]([F:17])[CH:11]=2)[O:8][CH2:7][CH2:6][N:5](C(OC(C)(C)C)=O)[CH2:4]1.[C:25]([NH:28][C:29]1[CH:37]=[CH:36][CH:35]=[CH:34][C:30]=1[C:31](O)=[O:32])(=O)[CH3:26]. Given the product [ClH:16].[Cl:16][C:13]1[CH:14]=[CH:15][C:10]([C@@H:9]2[O:8][CH2:7][CH2:6][NH:5][CH2:4][C@H:3]2[CH2:2][N:1]2[C:31](=[O:32])[C:30]3[C:29](=[CH:37][CH:36]=[CH:35][CH:34]=3)[N:28]=[C:25]2[CH3:26])=[CH:11][C:12]=1[F:17], predict the reactants needed to synthesize it. (4) The reactants are: [C:1]([C:3]1[C:4]([N:16]2[CH2:19][CH:18]([C:20](O)=[O:21])[CH2:17]2)=[N:5][C:6]([O:14][CH3:15])=[C:7]([C:9]([O:11][CH2:12][CH3:13])=[O:10])[CH:8]=1)#[N:2].[Cl:23][C:24]1[CH:29]=[C:28]([F:30])[CH:27]=[CH:26][C:25]=1[CH2:31][S:32]([NH2:35])(=[O:34])=[O:33]. Given the product [CH2:12]([O:11][C:9](=[O:10])[C:7]1[CH:8]=[C:3]([C:1]#[N:2])[C:4]([N:16]2[CH2:19][CH:18]([C:20](=[O:21])[NH:35][S:32]([CH2:31][C:25]3[CH:26]=[CH:27][C:28]([F:30])=[CH:29][C:24]=3[Cl:23])(=[O:33])=[O:34])[CH2:17]2)=[N:5][C:6]=1[O:14][CH3:15])[CH3:13], predict the reactants needed to synthesize it. (5) Given the product [CH2:28]([NH:2][CH:3]1[CH2:7][CH2:6][N:5]([S:8]([C:11]2[C:12]3[C:13]([Br:21])=[CH:14][N:15]=[CH:16][C:17]=3[CH:18]=[CH:19][CH:20]=2)(=[O:10])=[O:9])[CH2:4]1)[CH:24]=[CH2:25], predict the reactants needed to synthesize it. The reactants are: Cl.[NH2:2][CH:3]1[CH2:7][CH2:6][N:5]([S:8]([C:11]2[C:12]3[C:13]([Br:21])=[CH:14][N:15]=[CH:16][C:17]=3[CH:18]=[CH:19][CH:20]=2)(=[O:10])=[O:9])[CH2:4]1.Cl.N[C@H:24]1[CH2:28]CN(S(C2C3C(Br)=CN=CC=3C=CC=2)(=O)=O)[CH2:25]1.